From a dataset of Reaction yield outcomes from USPTO patents with 853,638 reactions. Predict the reaction yield, written as a fraction of the theoretical maximum amount of product (1.0 means a 100% yield; for example, 0.34 means a 34% yield). The reactants are CS(O[C@@H:6]1[CH2:23][CH2:22][C@@:21]2([CH3:24])[CH:8]([C:9](=[O:26])[CH2:10][C@@H:11]3[C@@H:20]2[CH2:19][CH2:18][C@@:16]2([CH3:17])[C@H:12]3[CH2:13][CH2:14][C:15]2=[O:25])[CH2:7]1)(=O)=O.[K+].[C:28]([O-:31])(=[S:30])[CH3:29]. The catalyst is CN(C=O)C. The product is [C:28]([S:30][C@H:6]1[CH2:23][CH2:22][C@@:21]2([CH3:24])[CH:8]([C:9](=[O:26])[CH2:10][C@@H:11]3[C@@H:20]2[CH2:19][CH2:18][C@@:16]2([CH3:17])[C@H:12]3[CH2:13][CH2:14][C:15]2=[O:25])[CH2:7]1)(=[O:31])[CH3:29]. The yield is 0.550.